This data is from Forward reaction prediction with 1.9M reactions from USPTO patents (1976-2016). The task is: Predict the product of the given reaction. (1) Given the reactants CO[CH:3]1[N:7]([C:8]([O:10][CH3:11])=[O:9])[C@H:6]([C:12]([O-:14])=[O:13])[CH2:5][CH2:4]1.C[Si]([C:19]#[C:20][CH3:21])(C)C.[Sn](Cl)(Cl)(Cl)Cl.[Cl-].[Al+3].[Cl-].[Cl-].[CH2:31](Cl)Cl, predict the reaction product. The product is: [C:19]([C@@H:3]1[N:7]([C:8]([O:10][CH3:11])=[O:9])[C@H:6]([C:12]([O:14][CH3:31])=[O:13])[CH2:5][CH2:4]1)#[C:20][CH3:21]. (2) Given the reactants [C:1]([O:5][C:6]([N:8]1[CH2:21][CH2:20][C:19]2[C:18]3[CH:17]=[CH:16][CH:15]=[CH:14][C:13]=3[N:12]([CH2:22][C:23]([O:25]CC)=[O:24])[C:11]=2[CH2:10][CH2:9]1)=[O:7])([CH3:4])([CH3:3])[CH3:2].[C:1]([O:5][C:6]([N:8]1[CH2:21][CH2:20][C:19]2[C:18]3[CH:17]=[CH:16][CH:15]=[CH:14][C:13]=3[N:12]([CH2:22][C:23]([OH:25])=[O:24])[C:11]=2[CH2:10][CH2:9]1)=[O:7])([CH3:4])([CH3:2])[CH3:3].[OH-].[Na+], predict the reaction product. The product is: [C:1]([O:5][C:6]([N:8]1[CH2:21][CH2:20][C:19]2[C:18]3[CH:17]=[CH:16][CH:15]=[CH:14][C:13]=3[N:12]([CH2:22][C:23]([OH:25])=[O:24])[C:11]=2[CH2:10][CH2:9]1)=[O:7])([CH3:4])([CH3:2])[CH3:3]. (3) The product is: [CH2:1]([O:3][C:4](=[O:14])[C@@:5]([CH2:11][CH2:12][NH:13][C:37]([O:36][C:33]([CH3:35])([CH3:34])[CH3:32])=[O:38])([CH2:9][OH:10])[CH2:6][CH2:7][CH3:8])[CH3:2]. Given the reactants [CH2:1]([O:3][C:4](=[O:14])[C@@:5]([CH2:11][C:12]#[N:13])([CH2:9][OH:10])[CH2:6][CH2:7][CH3:8])[CH3:2].CCCC1C=CC(OC2C=CC=CC=2)=C(O)C=1.[CH3:32][C:33]([O:36][C:37](O[C:37]([O:36][C:33]([CH3:35])([CH3:34])[CH3:32])=[O:38])=[O:38])([CH3:35])[CH3:34].CCN(CC)CC, predict the reaction product. (4) Given the reactants O=[CH:2][CH2:3][C:4]1([C:20]([O:22]C)=O)[CH2:9][CH2:8][N:7]([C:10]([O:12][CH2:13][C:14]2[CH:19]=[CH:18][CH:17]=[CH:16][CH:15]=2)=[O:11])[CH2:6][CH2:5]1.Cl.[NH2:25][C@H:26]1[CH2:31][CH2:30][C@H:29]([OH:32])[CH2:28][CH2:27]1.C(N(CC)CC)C.C(O[BH-](OC(=O)C)OC(=O)C)(=O)C.[Na+], predict the reaction product. The product is: [OH:32][C@H:29]1[CH2:30][CH2:31][C@H:26]([N:25]2[CH2:2][CH2:3][C:4]3([CH2:5][CH2:6][N:7]([C:10]([O:12][CH2:13][C:14]4[CH:15]=[CH:16][CH:17]=[CH:18][CH:19]=4)=[O:11])[CH2:8][CH2:9]3)[C:20]2=[O:22])[CH2:27][CH2:28]1. (5) Given the reactants [NH:1]1[C:9]2[C:4](=[CH:5][CH:6]=[C:7]([C:10]([O:12]C)=[O:11])[CH:8]=2)[CH:3]=[CH:2]1.[CH3:14][C:15]1[CH:22]=[C:21]([CH3:23])[CH:20]=[C:19]([CH3:24])[C:16]=1[CH2:17]Cl, predict the reaction product. The product is: [CH3:14][C:15]1[CH:22]=[C:21]([CH3:23])[CH:20]=[C:19]([CH3:24])[C:16]=1[CH2:17][N:1]1[C:9]2[C:4](=[CH:5][CH:6]=[C:7]([C:10]([OH:12])=[O:11])[CH:8]=2)[CH:3]=[CH:2]1. (6) Given the reactants [CH:1]1([NH:4][C:5]([NH:7][C:8]2[CH:13]=[CH:12][C:11]([O:14][C:15]3[CH:20]=[CH:19][N:18]=[C:17]4[CH:21]=[C:22]([C:24]5[CH:29]=[CH:28][C:27]([CH2:30][N:31]6[CH2:36][CH2:35][N:34]([C:37](=[O:40])[CH2:38][OH:39])[CH2:33][CH2:32]6)=[CH:26][N:25]=5)[S:23][C:16]=34)=[C:10]([F:41])[CH:9]=2)=[O:6])[CH2:3][CH2:2]1.[OH:42][C:43]([CH2:45][CH2:46][CH2:47][CH2:48][C@H:49]1[C@@H:57]2[C@@H:52]([NH:53][C:54]([NH:56]2)=[O:55])[CH2:51][S:50]1)=O.C1CCC(N=C=NC2CCCCC2)CC1, predict the reaction product. The product is: [O:55]=[C:54]1[NH:53][C@@H:52]2[CH2:51][S:50][C@H:49]([CH2:48][CH2:47][CH2:46][CH2:45][C:43]([O:39][CH2:38][C:37]([N:34]3[CH2:33][CH2:32][N:31]([CH2:30][C:27]4[CH:26]=[N:25][C:24]([C:22]5[S:23][C:16]6[C:17](=[N:18][CH:19]=[CH:20][C:15]=6[O:14][C:11]6[CH:12]=[CH:13][C:8]([NH:7][C:5]([NH:4][CH:1]7[CH2:2][CH2:3]7)=[O:6])=[CH:9][C:10]=6[F:41])[CH:21]=5)=[CH:29][CH:28]=4)[CH2:36][CH2:35]3)=[O:40])=[O:42])[C@@H:57]2[NH:56]1.